From a dataset of Full USPTO retrosynthesis dataset with 1.9M reactions from patents (1976-2016). Predict the reactants needed to synthesize the given product. (1) The reactants are: [F:1][C:2]1[CH:7]=[C:6]([F:8])[CH:5]=[CH:4][C:3]=1[S:9](Cl)(=[O:11])=[O:10].[CH3:13][NH:14][CH2:15][CH2:16][OH:17]. Given the product [F:1][C:2]1[CH:7]=[C:6]([F:8])[CH:5]=[CH:4][C:3]=1[S:9]([N:14]([CH2:15][CH2:16][OH:17])[CH3:13])(=[O:11])=[O:10], predict the reactants needed to synthesize it. (2) Given the product [Br:26][C:27]1[CH:32]=[CH:31][C:30]([CH2:21][S:20][C:15]2[C:12]3[CH2:13][CH2:14][N:8]([C:6]([O:5][C:1]([CH3:4])([CH3:3])[CH3:2])=[O:7])[CH2:9][CH2:10][C:11]=3[CH:18]=[CH:17][C:16]=2[Cl:19])=[CH:29][C:28]=1[F:35], predict the reactants needed to synthesize it. The reactants are: [C:1]([O:5][C:6]([N:8]1[CH2:14][CH2:13][C:12]2[C:15]([S:20][C:21](=O)N(C)C)=[C:16]([Cl:19])[CH:17]=[CH:18][C:11]=2[CH2:10][CH2:9]1)=[O:7])([CH3:4])([CH3:3])[CH3:2].[Br:26][C:27]1[CH:32]=[CH:31][C:30](CBr)=[CH:29][C:28]=1[F:35]. (3) The reactants are: Cl.[CH3:2][O:3][C:4](=[O:9])[C:5]([NH2:8])([CH3:7])[CH3:6].[N:10]1[C:19]2[C:14](=[CH:15][CH:16]=[CH:17][C:18]=2[S:20](Cl)(=[O:22])=[O:21])[CH:13]=[CH:12][CH:11]=1.C(N(CC)CC)C.O. Given the product [CH3:2][O:3][C:4](=[O:9])[C:5]([CH3:7])([NH:8][S:20]([C:18]1[CH:17]=[CH:16][CH:15]=[C:14]2[C:19]=1[N:10]=[CH:11][CH:12]=[CH:13]2)(=[O:21])=[O:22])[CH3:6], predict the reactants needed to synthesize it.